This data is from Reaction yield outcomes from USPTO patents with 853,638 reactions. The task is: Predict the reaction yield, written as a fraction of the theoretical maximum amount of product (1.0 means a 100% yield; for example, 0.34 means a 34% yield). (1) The reactants are C([O:3][P:4]([CH2:9][CH2:10][NH:11][C:12](=[O:34])[C:13]1[CH:18]=[CH:17][C:16]([N:19]([CH2:21][C:22]2[N:23]=[C:24]3[C:29](=[N:30][CH:31]=2)[N:28]=[C:27]([NH2:32])[N:26]=[C:25]3[NH2:33])[CH3:20])=[CH:15][CH:14]=1)(=[O:8])[O:5]CC)C.C[Si](Br)(C)C. The catalyst is CN(C=O)C. The product is [NH2:32][C:27]1[N:26]=[C:25]([NH2:33])[C:24]2[C:29](=[N:30][CH:31]=[C:22]([CH2:21][N:19]([CH3:20])[C:16]3[CH:15]=[CH:14][C:13]([C:12]([NH:11][CH2:10][CH2:9][P:4](=[O:3])([OH:8])[OH:5])=[O:34])=[CH:18][CH:17]=3)[N:23]=2)[N:28]=1. The yield is 0.530. (2) The reactants are [H-].[Na+].[CH:3]1([C:8]([O:10]C)=O)[CH2:7][CH2:6][CH2:5][CH2:4]1.[C:12](#[N:14])[CH3:13]. The catalyst is C1COCC1.Cl. The product is [CH:3]1([C:8](=[O:10])[CH2:13][C:12]#[N:14])[CH2:4][CH2:5][CH2:6][CH2:7]1. The yield is 0.770. (3) The catalyst is COCCOC.CO.C1C=CC([P]([Pd]([P](C2C=CC=CC=2)(C2C=CC=CC=2)C2C=CC=CC=2)([P](C2C=CC=CC=2)(C2C=CC=CC=2)C2C=CC=CC=2)[P](C2C=CC=CC=2)(C2C=CC=CC=2)C2C=CC=CC=2)(C2C=CC=CC=2)C2C=CC=CC=2)=CC=1. The reactants are FC(F)(F)C(O[C:6]1[CH2:7][CH2:8][N:9]([C:12]([O:14][C:15]([CH3:18])([CH3:17])[CH3:16])=[O:13])[CH2:10][CH:11]=1)=O.[F:21][C:22]1[CH:27]=[CH:26][C:25](B(O)O)=[CH:24][CH:23]=1.[F-].[Cs+]. The product is [F:21][C:22]1[CH:27]=[CH:26][C:25]([C:6]2[CH2:7][CH2:8][N:9]([C:12]([O:14][C:15]([CH3:16])([CH3:17])[CH3:18])=[O:13])[CH2:10][CH:11]=2)=[CH:24][CH:23]=1. The yield is 0.780.